The task is: Predict the reactants needed to synthesize the given product.. This data is from Full USPTO retrosynthesis dataset with 1.9M reactions from patents (1976-2016). Given the product [CH:39]([C:36]1[CH:35]=[CH:34][C:33]([C@H:17]([NH:16][C:12]2[C:8]3[CH:9]=[CH:10][N:11]=[C:3]([C:2]([NH2:7])=[O:1])[C:4]=3[N:5]=[CH:6][N:14]=2)[CH2:18][NH:19][CH3:32])=[CH:38][CH:37]=1)([CH3:40])[CH3:41], predict the reactants needed to synthesize it. The reactants are: [OH:1][C:2]1[C:3]2[N:11]=[CH:10][CH:9]=[C:8]([C:12]([NH2:14])=O)[C:4]=2[N:5]=[CH:6][N:7]=1.Cl.[NH2:16][C@@H:17]([C:33]1[CH:38]=[CH:37][C:36]([CH:39]([CH3:41])[CH3:40])=[CH:35][CH:34]=1)[CH2:18][N:19]([CH3:32])S(C1C=CC([N+]([O-])=O)=CC=1)(=O)=O.